From a dataset of Catalyst prediction with 721,799 reactions and 888 catalyst types from USPTO. Predict which catalyst facilitates the given reaction. (1) Reactant: [O:1]1[C:5]2[CH:6]=[CH:7][C:8]([C:10]3[NH:11][C:12]4[N:13]([N:17]=[CH:18][C:19]=4[C:20]#[N:21])[C:14](=[O:16])[CH:15]=3)=[CH:9][C:4]=2[O:3][CH2:2]1.[OH-:22].[Na+]. Product: [O:1]1[C:5]2[CH:6]=[CH:7][C:8]([C:10]3[NH:11][C:12]4[N:13]([N:17]=[CH:18][C:19]=4[C:20]([NH2:21])=[O:22])[C:14](=[O:16])[CH:15]=3)=[CH:9][C:4]=2[O:3][CH2:2]1. The catalyst class is: 58. (2) Reactant: [C:1]([O:5][C:6]([C:8]1([C:14]2[CH:23]=[CH:22][C:17]([C:18]([O:20]C)=[O:19])=[CH:16][CH:15]=2)[CH2:13][CH2:12][CH2:11][CH2:10][CH2:9]1)=[O:7])([CH3:4])([CH3:3])[CH3:2].[Li+].[OH-].O. Product: [C:1]([O:5][C:6]([C:8]1([C:14]2[CH:15]=[CH:16][C:17]([C:18]([OH:20])=[O:19])=[CH:22][CH:23]=2)[CH2:13][CH2:12][CH2:11][CH2:10][CH2:9]1)=[O:7])([CH3:4])([CH3:2])[CH3:3]. The catalyst class is: 30. (3) Reactant: [NH2:1][C@@H:2]([CH2:6][CH2:7][S:8][CH2:9][C@@H:10]1[C@@H:17]2[C@@H:13]([O:14]C(C)(C)[O:16]2)[C@H:12]([N:20]2[CH:28]=[N:27][C:26]3[C:21]2=[N:22][C:23]([NH:30][CH2:31][CH2:32][CH2:33][NH2:34])=[N:24][C:25]=3[NH2:29])[O:11]1)[C:3]([OH:5])=[O:4].O. Product: [NH2:1][C@@H:2]([CH2:6][CH2:7][S:8][CH2:9][C@@H:10]1[C@@H:17]([OH:16])[C@@H:13]([OH:14])[C@H:12]([N:20]2[CH:28]=[N:27][C:26]3[C:21]2=[N:22][C:23]([NH:30][CH2:31][CH2:32][CH2:33][NH2:34])=[N:24][C:25]=3[NH2:29])[O:11]1)[C:3]([OH:5])=[O:4]. The catalyst class is: 67. (4) Reactant: C(O[C:6](=O)[NH:7][CH2:8][C:9]1[C:10]2[CH:17]=[C:16]([Cl:18])[CH:15]=[CH:14][C:11]=2[S:12][CH:13]=1)(C)(C)C.[H-].[Al+3].[Li+].[H-].[H-].[H-].Cl. Product: [Cl:18][C:16]1[CH:15]=[CH:14][C:11]2[S:12][CH:13]=[C:9]([CH2:8][NH:7][CH3:6])[C:10]=2[CH:17]=1. The catalyst class is: 7. (5) Reactant: [C:1]([C:3]1[CH:31]=[CH:30][C:6]([CH2:7][CH:8](/[CH:21]=[CH:22]/[C:23]2[CH:28]=[CH:27][CH:26]=[CH:25][C:24]=2[OH:29])[CH2:9][CH2:10][C:11]2[CH:20]=[CH:19][C:14]([C:15]([O:17][CH3:18])=[O:16])=[CH:13][CH:12]=2)=[CH:5][CH:4]=1)#[N:2].Cl[CH2:33][C:34]1[CH:39]=[CH:38][C:37]([C:40]2[CH:45]=[CH:44][C:43]([C:46]([F:49])([F:48])[F:47])=[CH:42][CH:41]=2)=[CH:36][CH:35]=1.C(=O)([O-])[O-].[K+].[K+]. Product: [C:1]([C:3]1[CH:4]=[CH:5][C:6]([CH2:7][CH:8](/[CH:21]=[CH:22]/[C:23]2[CH:28]=[CH:27][CH:26]=[CH:25][C:24]=2[O:29][CH2:33][C:34]2[CH:35]=[CH:36][C:37]([C:40]3[CH:45]=[CH:44][C:43]([C:46]([F:47])([F:48])[F:49])=[CH:42][CH:41]=3)=[CH:38][CH:39]=2)[CH2:9][CH2:10][C:11]2[CH:20]=[CH:19][C:14]([C:15]([O:17][CH3:18])=[O:16])=[CH:13][CH:12]=2)=[CH:30][CH:31]=1)#[N:2]. The catalyst class is: 10. (6) Reactant: [S:1]1[CH:5]=[CH:4][C:3]2[C:6]([N:10]3[CH2:15][CH2:14][N:13]([CH2:16][CH2:17][CH2:18][CH2:19][O:20][C:21]4[CH:30]=[C:29]5[C:24]([CH2:25][CH2:26][C:27](=[O:40])[N:28]5[CH2:31][O:32][C:33]([CH:35]5[CH2:39][CH2:38][CH2:37][CH2:36]5)=[O:34])=[CH:23][CH:22]=4)[CH2:12][CH2:11]3)=[CH:7][CH:8]=[CH:9][C:2]1=2.ClC1C(=O)C(C#N)=C(C#N)C(=O)C=1Cl.O.C(=O)([O-])[O-].[Na+].[Na+]. Product: [S:1]1[CH:5]=[CH:4][C:3]2[C:6]([N:10]3[CH2:11][CH2:12][N:13]([CH2:16][CH2:17][CH2:18][CH2:19][O:20][C:21]4[CH:30]=[C:29]5[C:24]([CH:25]=[CH:26][C:27](=[O:40])[N:28]5[CH2:31][O:32][C:33]([CH:35]5[CH2:36][CH2:37][CH2:38][CH2:39]5)=[O:34])=[CH:23][CH:22]=4)[CH2:14][CH2:15]3)=[CH:7][CH:8]=[CH:9][C:2]1=2. The catalyst class is: 1. (7) The catalyst class is: 5. Product: [NH2:11][CH:5]([C:4]1[CH:7]=[CH:8][C:9]([F:10])=[C:2]([F:1])[CH:3]=1)[C:16]#[N:17]. Reactant: [F:1][C:2]1[CH:3]=[C:4]([CH:7]=[CH:8][C:9]=1[F:10])[CH:5]=O.[NH3:11].C[Si]([C:16]#[N:17])(C)C.CCCCCC.CCOC(C)=O.